This data is from Peptide-MHC class I binding affinity with 185,985 pairs from IEDB/IMGT. The task is: Regression. Given a peptide amino acid sequence and an MHC pseudo amino acid sequence, predict their binding affinity value. This is MHC class I binding data. (1) The peptide sequence is RNEQGQTLW. The MHC is HLA-B27:05 with pseudo-sequence HLA-B27:05. The binding affinity (normalized) is 0.0847. (2) The peptide sequence is STNTLPTEY. The MHC is HLA-B51:01 with pseudo-sequence HLA-B51:01. The binding affinity (normalized) is 0.0847. (3) The peptide sequence is FYQIFPHSL. The MHC is HLA-A03:01 with pseudo-sequence HLA-A03:01. The binding affinity (normalized) is 0.0847. (4) The peptide sequence is SQLEMCEKY. The MHC is HLA-B07:02 with pseudo-sequence HLA-B07:02. The binding affinity (normalized) is 0.0847. (5) The peptide sequence is VSRDFDDVY. The MHC is HLA-A03:01 with pseudo-sequence HLA-A03:01. The binding affinity (normalized) is 0.0847. (6) The peptide sequence is TVLEFILQK. The MHC is HLA-A11:01 with pseudo-sequence HLA-A11:01. The binding affinity (normalized) is 0.907. (7) The peptide sequence is QFIHFYREPV. The MHC is HLA-A30:02 with pseudo-sequence HLA-A30:02. The binding affinity (normalized) is 0.210. (8) The peptide sequence is TDYWQVTWI. The MHC is Mamu-B03 with pseudo-sequence Mamu-B03. The binding affinity (normalized) is 0. (9) The peptide sequence is DYLVSTQEF. The MHC is HLA-A01:01 with pseudo-sequence HLA-A01:01. The binding affinity (normalized) is 0.